Dataset: NCI-60 drug combinations with 297,098 pairs across 59 cell lines. Task: Regression. Given two drug SMILES strings and cell line genomic features, predict the synergy score measuring deviation from expected non-interaction effect. (1) Drug 1: CC1C(C(=O)NC(C(=O)N2CCCC2C(=O)N(CC(=O)N(C(C(=O)O1)C(C)C)C)C)C(C)C)NC(=O)C3=C4C(=C(C=C3)C)OC5=C(C(=O)C(=C(C5=N4)C(=O)NC6C(OC(=O)C(N(C(=O)CN(C(=O)C7CCCN7C(=O)C(NC6=O)C(C)C)C)C)C(C)C)C)N)C. Drug 2: CC(C)(C#N)C1=CC(=CC(=C1)CN2C=NC=N2)C(C)(C)C#N. Cell line: SK-OV-3. Synergy scores: CSS=6.30, Synergy_ZIP=-1.95, Synergy_Bliss=1.15, Synergy_Loewe=-10.2, Synergy_HSA=-4.56. (2) Drug 1: C(CCl)NC(=O)N(CCCl)N=O. Drug 2: CC1CCCC2(C(O2)CC(NC(=O)CC(C(C(=O)C(C1O)C)(C)C)O)C(=CC3=CSC(=N3)C)C)C. Cell line: CAKI-1. Synergy scores: CSS=31.7, Synergy_ZIP=-2.89, Synergy_Bliss=-3.05, Synergy_Loewe=-4.99, Synergy_HSA=1.31. (3) Drug 1: CS(=O)(=O)C1=CC(=C(C=C1)C(=O)NC2=CC(=C(C=C2)Cl)C3=CC=CC=N3)Cl. Drug 2: COC1=C(C=C2C(=C1)N=CN=C2NC3=CC(=C(C=C3)F)Cl)OCCCN4CCOCC4. Cell line: IGROV1. Synergy scores: CSS=58.2, Synergy_ZIP=12.6, Synergy_Bliss=12.5, Synergy_Loewe=-6.40, Synergy_HSA=12.8. (4) Drug 1: CC1=CC2C(CCC3(C2CCC3(C(=O)C)OC(=O)C)C)C4(C1=CC(=O)CC4)C. Drug 2: C1=NC2=C(N1)C(=S)N=C(N2)N. Cell line: HT29. Synergy scores: CSS=57.6, Synergy_ZIP=4.69, Synergy_Bliss=6.31, Synergy_Loewe=-9.39, Synergy_HSA=7.27. (5) Drug 1: CC(C1=C(C=CC(=C1Cl)F)Cl)OC2=C(N=CC(=C2)C3=CN(N=C3)C4CCNCC4)N. Drug 2: CN1C(=O)N2C=NC(=C2N=N1)C(=O)N. Cell line: NCI-H522. Synergy scores: CSS=-7.57, Synergy_ZIP=2.11, Synergy_Bliss=-6.13, Synergy_Loewe=-15.9, Synergy_HSA=-11.7.